From a dataset of Full USPTO retrosynthesis dataset with 1.9M reactions from patents (1976-2016). Predict the reactants needed to synthesize the given product. (1) Given the product [C:5]([O:4][C:1]1[C:12]([CH2:11][N:9]([CH3:10])[CH3:8])=[C:13]2[C:18](=[C:19]3[CH2:25][C:24]([CH3:27])([CH3:26])[O:23][C:2]=13)[C:17]([C:28]1[CH:29]=[CH:30][CH:31]=[CH:32][CH:33]=1)=[N:16][C:15]([CH3:34])([CH3:35])[CH2:14]2)(=[O:7])[CH3:6], predict the reactants needed to synthesize it. The reactants are: [C:1]([O:4][C:5](=[O:7])[CH3:6])(=O)[CH3:2].[CH3:8][N:9]([CH2:11][C:12]1C(O)=C2[O:23][C:24]([CH3:27])([CH3:26])[CH2:25][C:19]2=[C:18]2[C:13]=1[CH2:14][C:15]([CH3:35])([CH3:34])[N:16]=[C:17]2[C:28]1[CH:33]=[CH:32][CH:31]=[CH:30][CH:29]=1)[CH3:10].O. (2) Given the product [C:43]([O:42][C:40]([N:38]1[CH2:37][C:36]([C:33]2[S:34][CH:35]=[C:31]([C:15]3[C:6]([O:5][CH:1]4[CH2:4][CH2:3][CH2:2]4)=[C:7]4[C:12](=[CH:13][CH:14]=3)[N:11]([C:25]([O:27][CH3:28])=[O:26])[C@@H:10]([CH3:29])[CH2:9][CH2:8]4)[N:32]=2)([OH:47])[CH2:39]1)=[O:41])([CH3:46])([CH3:44])[CH3:45], predict the reactants needed to synthesize it. The reactants are: [CH:1]1([O:5][C:6]2[C:15](B3OC(C)(C)C(C)(C)O3)=[CH:14][CH:13]=[C:12]3[C:7]=2[CH2:8][CH2:9][C@H:10]([CH3:29])[N:11]3[C:25]([O:27][CH3:28])=[O:26])[CH2:4][CH2:3][CH2:2]1.Br[C:31]1[N:32]=[C:33]([C:36]2([OH:47])[CH2:39][N:38]([C:40]([O:42][C:43]([CH3:46])([CH3:45])[CH3:44])=[O:41])[CH2:37]2)[S:34][CH:35]=1.C(=O)([O-])[O-].[Na+].[Na+]. (3) The reactants are: N1C(C)=CC(C)=CC=1C.CS([Cl:14])(=O)=O.[Cl:15][C:16]1[CH:39]=[CH:38][C:19]([CH2:20][NH:21][C:22]([C:24]2[C:25](=[O:37])[C:26]3[CH:34]=[C:33]([CH2:35]O)[S:32][C:27]=3[N:28]([CH2:30][CH3:31])[CH:29]=2)=[O:23])=[CH:18][CH:17]=1. Given the product [Cl:15][C:16]1[CH:39]=[CH:38][C:19]([CH2:20][NH:21][C:22]([C:24]2[C:25](=[O:37])[C:26]3[CH:34]=[C:33]([CH2:35][Cl:14])[S:32][C:27]=3[N:28]([CH2:30][CH3:31])[CH:29]=2)=[O:23])=[CH:18][CH:17]=1, predict the reactants needed to synthesize it. (4) Given the product [Cl:31][C:32]1[C:40]2[C:35](=[CH:36][CH:37]=[CH:38][CH:39]=2)[NH:34][C:33]=1[C:41]([NH:44][C:45]1[CH:53]=[C:52]2[C:48]([CH:49]=[CH:50][N:51]2[CH2:54][C:55]([O:57][C:58]([CH3:61])([CH3:60])[CH3:59])=[O:56])=[CH:47][CH:46]=1)=[O:43], predict the reactants needed to synthesize it. The reactants are: CCN(C(C)C)C(C)C.CCN=C=NCCCN(C)C.C1C=CC2N(O)N=NC=2C=1.[Cl:31][C:32]1[C:40]2[C:35](=[CH:36][CH:37]=[CH:38][CH:39]=2)[NH:34][C:33]=1[C:41]([OH:43])=O.[NH2:44][C:45]1[CH:53]=[C:52]2[C:48]([CH:49]=[CH:50][N:51]2[CH2:54][C:55]([O:57][C:58]([CH3:61])([CH3:60])[CH3:59])=[O:56])=[CH:47][CH:46]=1. (5) Given the product [CH3:16][CH:15]([CH3:17])[CH2:14][CH2:13][O:12][C:6]1[N:5]=[C:4]2[C:9]([N:10]=[C:2]([O:25][CH3:24])[N:3]2[CH:18]2[CH2:23][CH2:22][CH2:21][CH2:20][O:19]2)=[C:8]([NH2:11])[N:7]=1, predict the reactants needed to synthesize it. The reactants are: Br[C:2]1[N:3]([CH:18]2[CH2:23][CH2:22][CH2:21][CH2:20][O:19]2)[C:4]2[C:9]([N:10]=1)=[C:8]([NH2:11])[N:7]=[C:6]([O:12][CH2:13][CH2:14][CH:15]([CH3:17])[CH3:16])[N:5]=2.[CH3:24][O-:25].[Na+]. (6) The reactants are: [CH3:1][O:2][C:3]1[CH:4]=[C:5]([Mg]Br)[CH:6]=[CH:7][CH:8]=1.[N:11]12[CH2:18][CH2:17][C:14]([C:19]([O:21]CC)=O)([CH2:15][CH2:16]1)[CH2:13][CH2:12]2. Given the product [N:11]12[CH2:12][CH2:13][C:14]([C:19]([C:7]3[CH:6]=[CH:5][CH:4]=[C:3]([O:2][CH3:1])[CH:8]=3)([C:5]3[CH:6]=[CH:7][CH:8]=[C:3]([O:2][CH3:1])[CH:4]=3)[OH:21])([CH2:15][CH2:16]1)[CH2:17][CH2:18]2, predict the reactants needed to synthesize it.